Dataset: Catalyst prediction with 721,799 reactions and 888 catalyst types from USPTO. Task: Predict which catalyst facilitates the given reaction. (1) Reactant: [CH2:1]([O:8][C:9]([N:11]1[CH2:15][CH2:14][CH2:13][CH:12]1[C:16](=[O:27])[C:17]1[CH:22]=[CH:21][C:20]([C:23]([O:25]C)=[O:24])=[CH:19][CH:18]=1)=[O:10])[C:2]1[CH:7]=[CH:6][CH:5]=[CH:4][CH:3]=1.[Li+].[OH-]. Product: [CH2:1]([O:8][C:9]([N:11]1[CH2:15][CH2:14][CH2:13][CH:12]1[C:16](=[O:27])[C:17]1[CH:18]=[CH:19][C:20]([C:23]([OH:25])=[O:24])=[CH:21][CH:22]=1)=[O:10])[C:2]1[CH:7]=[CH:6][CH:5]=[CH:4][CH:3]=1. The catalyst class is: 5. (2) Reactant: [CH2:1]([O:3][C:4]([C:6]1[NH:7][CH:8]=[C:9]([N+:11]([O-:13])=[O:12])[N:10]=1)=[O:5])[CH3:2].[CH:14]1([CH2:17]Br)[CH2:16][CH2:15]1.C(=O)([O-])[O-].[K+].[K+]. Product: [CH2:1]([O:3][C:4]([C:6]1[N:7]([CH2:17][CH:14]2[CH2:16][CH2:15]2)[CH:8]=[C:9]([N+:11]([O-:13])=[O:12])[N:10]=1)=[O:5])[CH3:2]. The catalyst class is: 18. (3) Reactant: [NH:1]1[CH:5]=[C:4]([C:6]([O:8][CH3:9])=[O:7])[CH:3]=[C:2]1[C:10]([O:12][CH3:13])=[O:11].[H-].[Na+].[NH2:16]Cl.CCOCC. Product: [NH2:16][N:1]1[CH:5]=[C:4]([C:6]([O:8][CH3:9])=[O:7])[CH:3]=[C:2]1[C:10]([O:12][CH3:13])=[O:11]. The catalyst class is: 1. (4) Reactant: [F:1][C:2]([F:34])([F:33])[CH2:3][CH2:4][CH:5]([NH:22][C:23]1[CH:32]=[CH:31][C:26]([C:27](OC)=[O:28])=[CH:25][N:24]=1)[C:6]1[CH:11]=[CH:10][C:9]([C:12]2[CH:17]=[CH:16][C:15]([C:18]([F:21])([F:20])[F:19])=[CH:14][CH:13]=2)=[CH:8][CH:7]=1.[OH-].[Na+].C(N(CC)CC)C.C1C=NC2N(O)N=NC=2C=1.Cl.[NH2:55][CH2:56][CH2:57][C:58]([O:60][CH3:61])=[O:59].CCN=C=NCCCN(C)C.Cl. Product: [F:33][C:2]([F:1])([F:34])[CH2:3][CH2:4][CH:5]([NH:22][C:23]1[CH:32]=[CH:31][C:26]([C:27]([NH:55][CH2:56][CH2:57][C:58]([O:60][CH3:61])=[O:59])=[O:28])=[CH:25][N:24]=1)[C:6]1[CH:7]=[CH:8][C:9]([C:12]2[CH:17]=[CH:16][C:15]([C:18]([F:19])([F:20])[F:21])=[CH:14][CH:13]=2)=[CH:10][CH:11]=1. The catalyst class is: 5.